The task is: Regression. Given a peptide amino acid sequence and an MHC pseudo amino acid sequence, predict their binding affinity value. This is MHC class I binding data.. This data is from Peptide-MHC class I binding affinity with 185,985 pairs from IEDB/IMGT. (1) The peptide sequence is HYDAPVFPI. The MHC is HLA-A68:02 with pseudo-sequence HLA-A68:02. The binding affinity (normalized) is 0.659. (2) The peptide sequence is IQVNKGVAY. The MHC is HLA-A02:06 with pseudo-sequence HLA-A02:06. The binding affinity (normalized) is 0.0847. (3) The peptide sequence is LLLAILGPL. The MHC is HLA-B07:02 with pseudo-sequence HLA-B07:02. The binding affinity (normalized) is 0.322. (4) The peptide sequence is APHHVVAVI. The MHC is HLA-A30:02 with pseudo-sequence HLA-A30:02. The binding affinity (normalized) is 0. (5) The peptide sequence is VAPMVGGMM. The MHC is HLA-A11:01 with pseudo-sequence HLA-A11:01. The binding affinity (normalized) is 0.0847. (6) The peptide sequence is MRIGSMATL. The MHC is HLA-A03:01 with pseudo-sequence HLA-A03:01. The binding affinity (normalized) is 0.0847.